Dataset: Peptide-MHC class II binding affinity with 134,281 pairs from IEDB. Task: Regression. Given a peptide amino acid sequence and an MHC pseudo amino acid sequence, predict their binding affinity value. This is MHC class II binding data. The binding affinity (normalized) is 0.514. The MHC is HLA-DQA10501-DQB10402 with pseudo-sequence HLA-DQA10501-DQB10402. The peptide sequence is KAQGKTLGVNMVRRG.